This data is from Catalyst prediction with 721,799 reactions and 888 catalyst types from USPTO. The task is: Predict which catalyst facilitates the given reaction. (1) Reactant: [CH3:1][C:2]1[N:7]([CH3:8])[N:6]([C:9]2[CH:14]=[CH:13][CH:12]=[CH:11][CH:10]=2)[C:4](=[O:5])[C:3]=1[OH:15].C(=O)([O-])[O-].[Cs+].[Cs+].Br[C:23]([F:30])([F:29])C(OCC)=O.[OH-].[Na+]. Product: [F:29][CH:23]([F:30])[O:15][C:3]1[C:4](=[O:5])[N:6]([C:9]2[CH:10]=[CH:11][CH:12]=[CH:13][CH:14]=2)[N:7]([CH3:8])[C:2]=1[CH3:1]. The catalyst class is: 3. (2) Reactant: [C:1]([O:5][C:6]([C:8]1([CH3:31])[CH2:12][O:11][S:10](=[O:13])[N:9]1[CH:14]([C:23]1[CH:28]=[CH:27][C:26]([O:29][CH3:30])=[CH:25][CH:24]=1)[C:15]1[CH:20]=[CH:19][C:18]([O:21][CH3:22])=[CH:17][CH:16]=1)=[O:7])([CH3:4])([CH3:3])[CH3:2].[OH2:32]. Product: [C:1]([O:5][C:6]([C:8]1([CH3:31])[CH2:12][O:11][S:10](=[O:32])(=[O:13])[N:9]1[CH:14]([C:23]1[CH:24]=[CH:25][C:26]([O:29][CH3:30])=[CH:27][CH:28]=1)[C:15]1[CH:20]=[CH:19][C:18]([O:21][CH3:22])=[CH:17][CH:16]=1)=[O:7])([CH3:4])([CH3:3])[CH3:2]. The catalyst class is: 23. (3) Reactant: CC(C)([O-])C.[K+].[F:7][C:8]([F:16])([F:15])[C:9]1[S:13][CH2:12][C:11](=[O:14])[CH:10]=1.F[B-](F)(F)F.CO[N+:24]1[N:25]([C:30]2[CH:35]=[CH:34][C:33]([C:36]([F:39])([F:38])[F:37])=[CH:32][CH:31]=2)[N:26]=[C:27]([CH3:29])[CH:28]=1. Product: [CH3:29][C:27]1[C:28]([O:14][C:11]2[CH:10]=[C:9]([C:8]([F:16])([F:15])[F:7])[S:13][CH:12]=2)=[N:24][N:25]([C:30]2[CH:31]=[CH:32][C:33]([C:36]([F:38])([F:37])[F:39])=[CH:34][CH:35]=2)[N:26]=1. The catalyst class is: 47. (4) Reactant: C(O[CH:5]([CH:10]([CH3:15])[CH2:11][CH:12]([CH3:14])[CH3:13])[CH2:6][N+:7]([O-:9])=[O:8])(=O)C.C(N(CC)CC)C.[S:23]1[CH2:28][CH:27]([OH:29])[S:23][CH2:28][CH:27]1[OH:29]. Product: [CH3:14][CH:12]([CH3:13])[CH2:11][CH:10]([CH:5]1[S:23][CH2:28][CH:27]([OH:29])[CH:6]1[N+:7]([O-:9])=[O:8])[CH3:15]. The catalyst class is: 4. (5) Reactant: CN(C(ON1N=NC2C=CC=CC1=2)=[N+](C)C)C.[B-](F)(F)(F)F.C(N(C(C)C)C(C)C)C.[CH:32]1([CH2:35][C:36]([OH:38])=O)[CH2:34][CH2:33]1.[Cl:39][C:40]1[CH:70]=[CH:69][C:43]([CH2:44][N:45]2[C:49]3[CH:50]=[C:51]([N:55]4[CH2:60][CH2:59][NH:58][CH2:57][CH2:56]4)[C:52]([F:54])=[CH:53][C:48]=3[N:47]=[C:46]2[CH2:61][O:62][C:63]2[CH:68]=[CH:67][CH:66]=[CH:65][CH:64]=2)=[CH:42][CH:41]=1. Product: [Cl:39][C:40]1[CH:70]=[CH:69][C:43]([CH2:44][N:45]2[C:49]3[CH:50]=[C:51]([N:55]4[CH2:60][CH2:59][N:58]([C:36](=[O:38])[CH2:35][CH:32]5[CH2:33][CH2:34]5)[CH2:57][CH2:56]4)[C:52]([F:54])=[CH:53][C:48]=3[N:47]=[C:46]2[CH2:61][O:62][C:63]2[CH:68]=[CH:67][CH:66]=[CH:65][CH:64]=2)=[CH:42][CH:41]=1. The catalyst class is: 18.